From a dataset of Reaction yield outcomes from USPTO patents with 853,638 reactions. Predict the reaction yield, written as a fraction of the theoretical maximum amount of product (1.0 means a 100% yield; for example, 0.34 means a 34% yield). (1) The catalyst is CO.O=[Pt]=O.[Pd]. The yield is 1.00. The product is [NH2:16][C:8]1[CH:9]=[C:10]([CH:14]=[CH:15][C:7]=1[O:6][C:5]1[CH:19]=[CH:20][CH:21]=[CH:22][C:4]=1[C:1]([OH:3])=[O:2])[C:11]([OH:13])=[O:12]. The reactants are [C:1]([C:4]1[CH:22]=[CH:21][CH:20]=[CH:19][C:5]=1[O:6][C:7]1[CH:15]=[CH:14][C:10]([C:11]([OH:13])=[O:12])=[CH:9][C:8]=1[N+:16]([O-])=O)([OH:3])=[O:2]. (2) The reactants are [N:1]1[CH:6]=[CH:5][CH:4]=[C:3]([C:7]2[C:11]3[CH2:12][NH:13][CH2:14][CH2:15][C:10]=3[NH:9][N:8]=2)[N:2]=1.[Cl:16][C:17]1[CH:18]=[C:19]([NH:23][C:24](=O)[O:25]C2C=CC=CC=2)[CH:20]=[CH:21][CH:22]=1. The catalyst is C(Cl)Cl. The product is [Cl:16][C:17]1[CH:18]=[C:19]([NH:23][C:24]([N:13]2[CH2:14][CH2:15][C:10]3[NH:9][N:8]=[C:7]([C:3]4[N:2]=[N:1][CH:6]=[CH:5][CH:4]=4)[C:11]=3[CH2:12]2)=[O:25])[CH:20]=[CH:21][CH:22]=1. The yield is 0.376. (3) The reactants are C(O[CH:4]([O:17]CC)[CH2:5][CH2:6][N:7]([CH:11]1[CH2:16][CH2:15][NH:14][CH2:13][CH2:12]1)[C:8]([NH2:10])=[O:9])C.C1C=CC2N(O)N=NC=2C=1.[Cl:30][C:31]1[CH:32]=[C:33]2[C:38](=[CH:39][CH:40]=1)[CH:37]=[C:36]([S:41]([CH2:44][C@@H:45]([OH:49])[C:46](O)=[O:47])(=[O:43])=[O:42])[CH:35]=[CH:34]2.CCN=C=NCCCN(C)C. The yield is 0.520. The catalyst is CN(C=O)C. The product is [Cl:30][C:31]1[CH:32]=[C:33]2[C:38](=[CH:39][CH:40]=1)[CH:37]=[C:36]([S:41]([CH2:44][C@@H:45]([OH:49])[C:46]([N:14]1[CH2:13][CH2:12][CH:11]([N:7]3[CH2:6][CH2:5][CH:4]([OH:17])[NH:10][C:8]3=[O:9])[CH2:16][CH2:15]1)=[O:47])(=[O:42])=[O:43])[CH:35]=[CH:34]2. (4) The reactants are [F:1][C:2]1[CH:3]=[C:4]([C:13]2[C:18]([Cl:19])=[CH:17][CH:16]=[CH:15][C:14]=2[Cl:20])[C:5]2[O:9][CH:8]([CH2:10][OH:11])[S:7][C:6]=2[CH:12]=1.[C:21]1([CH3:31])[CH:26]=[CH:25][C:24]([S:27](Cl)(=[O:29])=[O:28])=[CH:23][CH:22]=1. The catalyst is C(Cl)Cl. The product is [F:1][C:2]1[CH:3]=[C:4]([C:13]2[C:14]([Cl:20])=[CH:15][CH:16]=[CH:17][C:18]=2[Cl:19])[C:5]2[O:9][CH:8]([CH2:10][O:11][S:27]([C:24]3[CH:25]=[CH:26][C:21]([CH3:31])=[CH:22][CH:23]=3)(=[O:29])=[O:28])[S:7][C:6]=2[CH:12]=1. The yield is 0.430. (5) The reactants are [CH3:1][C:2]1[CH:10]=[C:9]2[C:5]([CH:6]=[CH:7][NH:8]2)=[CH:4][CH:3]=1.[C:11](Cl)(=[O:15])[C:12](Cl)=[O:13].C(Cl)Cl.[CH3:20][O-:21].[Na+].CO. The catalyst is C(OCC)C. The product is [CH3:1][C:2]1[CH:10]=[C:9]2[C:5]([C:6]([C:11](=[O:15])[C:12]([O:21][CH3:20])=[O:13])=[CH:7][NH:8]2)=[CH:4][CH:3]=1. The yield is 0.540.